From a dataset of Peptide-MHC class II binding affinity with 134,281 pairs from IEDB. Regression. Given a peptide amino acid sequence and an MHC pseudo amino acid sequence, predict their binding affinity value. This is MHC class II binding data. (1) The peptide sequence is ILNTWLVKPGAGIMI. The MHC is DRB5_0101 with pseudo-sequence DRB5_0101. The binding affinity (normalized) is 0.391. (2) The peptide sequence is AAVKQAYAATVAAAP. The MHC is DRB1_0404 with pseudo-sequence DRB1_0404. The binding affinity (normalized) is 0.622. (3) The peptide sequence is PRTLNGPGPGSPAIF. The MHC is DRB5_0101 with pseudo-sequence DRB5_0101. The binding affinity (normalized) is 0. (4) The peptide sequence is EPVVVHITDDNEEPI. The MHC is DRB1_0301 with pseudo-sequence DRB1_0301. The binding affinity (normalized) is 0. (5) The peptide sequence is VNYWFAPGAAAAPLS. The MHC is DRB1_1101 with pseudo-sequence DRB1_1101. The binding affinity (normalized) is 0.609. (6) The peptide sequence is DWSTRLRNDGNAI. The MHC is DRB4_0101 with pseudo-sequence DRB4_0103. The binding affinity (normalized) is 0.